The task is: Predict the reaction yield, written as a fraction of the theoretical maximum amount of product (1.0 means a 100% yield; for example, 0.34 means a 34% yield).. This data is from Reaction yield outcomes from USPTO patents with 853,638 reactions. (1) The reactants are [NH2:1][C:2]1[CH:9]=[CH:8][CH:7]=[C:6]([CH:10]=[C:11]([CH3:13])[CH3:12])[C:3]=1[C:4]#[N:5].[S:14](Cl)(=[O:17])(=[O:16])[NH2:15]. The catalyst is CN(C)C(=O)C. The product is [S:14]([NH:1][C:2]1[CH:9]=[CH:8][CH:7]=[C:6]([CH:10]=[C:11]([CH3:13])[CH3:12])[C:3]=1[C:4]#[N:5])(=[O:17])(=[O:16])[NH2:15]. The yield is 0.930. (2) The reactants are [C:1]([NH:6][NH2:7])(=O)[CH:2]([CH3:4])[CH3:3].CNC.[CH3:11][C:12]#N.[CH3:14][O:15][C:16]([C:18]1[CH:19]=[C:20]([C:25]2[CH:30]=[CH:29][C:28]([CH3:31])=[CH:27][CH:26]=2)[CH:21]=[C:22]([NH2:24])[CH:23]=1)=[O:17]. The catalyst is C(O)(=O)C. The product is [CH3:14][O:15][C:16]([C:18]1[CH:19]=[C:20]([C:25]2[CH:30]=[CH:29][C:28]([CH3:31])=[CH:27][CH:26]=2)[CH:21]=[C:22]([N:24]2[C:11]([CH3:12])=[N:7][N:6]=[C:1]2[CH:2]([CH3:4])[CH3:3])[CH:23]=1)=[O:17]. The yield is 0.300. (3) The catalyst is CN(C=O)C. The yield is 0.660. The reactants are [OH-].[K+].[Br:3][C:4]1[CH:5]=[CH:6][C:7]2[NH:8][C:9]3[C:14]([C:15]=2[CH:16]=1)=[CH:13][C:12]([Br:17])=[CH:11][CH:10]=3.[CH2:18]([CH:20]1[O:22][CH2:21]1)Br. The product is [Br:17][C:12]1[CH:11]=[CH:10][C:9]2[N:8]([CH2:18][CH:20]3[CH2:21][O:22]3)[C:7]3[C:15]([C:14]=2[CH:13]=1)=[CH:16][C:4]([Br:3])=[CH:5][CH:6]=3. (4) The reactants are [C:1]([C:3]1[CH:4]=[C:5]([CH:37]([CH3:39])[CH3:38])[C:6]2[O:10][C:9]([C:11]3[CH:35]=[CH:34][C:14]([C:15]([NH:17][CH2:18][CH:19]4[CH2:24][CH2:23][C:22](B5OC(C)(C)C(C)(C)O5)=[CH:21][CH2:20]4)=[O:16])=[CH:13][CH:12]=3)=[N:8][C:7]=2[CH:36]=1)#[N:2].[F:40][C:41]([F:51])([F:50])[C:42]1[CH:49]=[CH:48][C:45]([CH2:46]Br)=[CH:44][CH:43]=1.C(=O)([O-])[O-].[Na+].[Na+].C(O)C. The catalyst is C1(C)C=CC=CC=1.O.C1C=CC([P]([Pd]([P](C2C=CC=CC=2)(C2C=CC=CC=2)C2C=CC=CC=2)([P](C2C=CC=CC=2)(C2C=CC=CC=2)C2C=CC=CC=2)[P](C2C=CC=CC=2)(C2C=CC=CC=2)C2C=CC=CC=2)(C2C=CC=CC=2)C2C=CC=CC=2)=CC=1. The product is [C:1]([C:3]1[CH:4]=[C:5]([CH:37]([CH3:39])[CH3:38])[C:6]2[O:10][C:9]([C:11]3[CH:35]=[CH:34][C:14]([C:15]([NH:17][CH2:18][CH:19]4[CH2:24][CH2:23][C:22]([CH2:46][C:45]5[CH:48]=[CH:49][C:42]([C:41]([F:51])([F:50])[F:40])=[CH:43][CH:44]=5)=[CH:21][CH2:20]4)=[O:16])=[CH:13][CH:12]=3)=[N:8][C:7]=2[CH:36]=1)#[N:2]. The yield is 0.253. (5) The reactants are [OH:1]/[N:2]=[C:3](\Cl)/[C:4]1[CH:9]=[CH:8][CH:7]=[CH:6][CH:5]=1.[CH3:11][O:12][C:13](/[CH:15]=[CH:16]/OC(=O)C1C=CC([N+]([O-])=O)=CC=1)=[O:14].C(N(CC)CC)C. The catalyst is ClCCl. The product is [CH3:11][O:12][C:13]([C:15]1[C:3]([C:4]2[CH:9]=[CH:8][CH:7]=[CH:6][CH:5]=2)=[N:2][O:1][CH:16]=1)=[O:14]. The yield is 0.400. (6) The reactants are [C:1]([N:5]1[C:9]2=[N:10][CH:11]=[CH:12][CH:13]=[C:8]2[CH:7]([CH2:14][C:15]2[CH:20]=[C:19]([C:21]([F:24])([F:23])[F:22])[CH:18]=[CH:17][C:16]=2[CH2:25]Cl)[C:6]1=[O:27])([CH3:4])([CH3:3])[CH3:2]. The catalyst is C1(C)C=CC=CC=1. The product is [C:1]([N:5]1[C:9]2=[N:10][CH:11]=[CH:12][CH:13]=[C:8]2[C:7]2([CH2:14][C:15]3[C:16](=[CH:17][CH:18]=[C:19]([C:21]([F:24])([F:23])[F:22])[CH:20]=3)[CH2:25]2)[C:6]1=[O:27])([CH3:4])([CH3:3])[CH3:2]. The yield is 0.920. (7) The reactants are [C:1]([OH:4])(=[O:3])[CH3:2].C([N:7]([CH2:10][CH3:11])CC)C.Cl[C:13]1[CH:14]=[C:15]([CH2:20][C:21](=[O:23])[CH3:22])[CH:16]=[CH:17]C=1Cl. No catalyst specified. The yield is 0.250. The product is [C:10]([C:11]1[CH:17]=[CH:16][C:15]([CH2:20][C:21](=[O:23])[CH2:22][O:3][C:1](=[O:4])[CH3:2])=[CH:14][CH:13]=1)#[N:7].